This data is from Full USPTO retrosynthesis dataset with 1.9M reactions from patents (1976-2016). The task is: Predict the reactants needed to synthesize the given product. (1) The reactants are: [CH3:1][C:2]1[C:6]([N+:7]([O-])=O)=[C:5]([CH3:10])[N:4]([CH:11]2[CH2:16][CH2:15][N:14]([CH3:17])[CH2:13][CH2:12]2)[N:3]=1. Given the product [CH3:1][C:2]1[C:6]([NH2:7])=[C:5]([CH3:10])[N:4]([CH:11]2[CH2:16][CH2:15][N:14]([CH3:17])[CH2:13][CH2:12]2)[N:3]=1, predict the reactants needed to synthesize it. (2) Given the product [F:11][C:6]1[C:5]2[C:4]([NH2:12])=[CH:3][C:2]([C:21]3[CH:29]=[CH:28][CH:27]=[C:26]4[C:22]=3[CH:23]=[CH:24][NH:25]4)=[CH:10][C:9]=2[NH:8][N:7]=1, predict the reactants needed to synthesize it. The reactants are: Br[C:2]1[CH:3]=[C:4]([NH2:12])[C:5]2[C:6]([F:11])=[N:7][NH:8][C:9]=2[CH:10]=1.CC1(C)C(C)(C)OB([C:21]2[CH:29]=[CH:28][CH:27]=[C:26]3[C:22]=2[CH:23]=[CH:24][NH:25]3)O1.O.C(=O)([O-])[O-].[Na+].[Na+]. (3) Given the product [N:24]1([CH2:23][C@@H:13]2[C@@H:12]([C@@:8]3([CH3:11])[CH2:9][CH2:10][C@H:5]([OH:4])[CH2:6][C@@H:7]3[CH2:29][OH:30])[CH2:20][CH2:19][C@@:18]3([CH3:21])[C@H:14]2[CH2:15][CH2:16][C:17]3=[CH2:22])[CH:28]=[N:27][CH:26]=[N:25]1, predict the reactants needed to synthesize it. The reactants are: C([O:4][C@H:5]1[CH2:10][CH2:9][C@@:8]([C@H:12]2[CH2:20][CH2:19][C@@:18]3([CH3:21])[C@@H:14]([CH2:15][CH2:16][C:17]3=[CH2:22])[C@@H:13]2[CH2:23][N:24]2[CH:28]=[N:27][CH:26]=[N:25]2)([CH3:11])[C@@H:7]([CH2:29][O:30][Si](C(C)(C)C)(C)C)[CH2:6]1)(=O)C.C[O-].[Na+].C(O)(=O)C.O. (4) Given the product [Cl:1][C:2]1[CH:3]=[C:4]([CH:21]=[CH:22][CH:23]=1)[CH2:5][C:6]1[C:7]([CH3:20])=[N:8][C:9]2[N:10]([N:13]=[C:14]([CH3:19])[C:15]=2[C:16]([NH:28][CH2:27][CH2:26][O:25][CH3:24])=[O:17])[C:11]=1[CH3:12], predict the reactants needed to synthesize it. The reactants are: [Cl:1][C:2]1[CH:3]=[C:4]([CH:21]=[CH:22][CH:23]=1)[CH2:5][C:6]1[C:7]([CH3:20])=[N:8][C:9]2[N:10]([N:13]=[C:14]([CH3:19])[C:15]=2[C:16](O)=[O:17])[C:11]=1[CH3:12].[CH3:24][O:25][CH2:26][CH2:27][NH2:28]. (5) Given the product [Cl:39][C:21]1[C:22]([NH:24][C:25]2[CH:30]=[CH:29][C:28]([N:31]3[CH2:32][CH2:33][O:34][CH2:35][CH2:36]3)=[CH:27][C:26]=2[O:37][CH3:38])=[N:23][C:18]([NH:16][C:13]2[CH:14]=[CH:15][C:8]3[CH2:7][CH2:6][N:5]([CH2:4][CH2:3][O:2][CH3:1])[CH2:11][CH2:10][C:9]=3[CH:12]=2)=[N:19][CH:20]=1, predict the reactants needed to synthesize it. The reactants are: [CH3:1][O:2][CH2:3][CH2:4][N:5]1[CH2:11][CH2:10][C:9]2[CH:12]=[C:13]([NH2:16])[CH:14]=[CH:15][C:8]=2[CH2:7][CH2:6]1.Cl[C:18]1[N:23]=[C:22]([NH:24][C:25]2[CH:30]=[CH:29][C:28]([N:31]3[CH2:36][CH2:35][O:34][CH2:33][CH2:32]3)=[CH:27][C:26]=2[O:37][CH3:38])[C:21]([Cl:39])=[CH:20][N:19]=1. (6) Given the product [CH3:22][N:25]([CH3:24])[C:2]1[CH:10]=[C:9]2[C:5]([CH2:6][N:7]([C:12]3[CH:13]=[C:14]4[C:18](=[CH:19][CH:20]=3)[N:17]([CH3:21])[CH2:16][CH2:15]4)[C:8]2=[O:11])=[CH:4][CH:3]=1, predict the reactants needed to synthesize it. The reactants are: N[C:2]1[CH:10]=[C:9]2[C:5]([CH2:6][N:7]([C:12]3[CH:13]=[C:14]4[C:18](=[CH:19][CH:20]=3)[N:17]([CH3:21])[CH:16]=[CH:15]4)[C:8]2=[O:11])=[CH:4][CH:3]=1.[CH2:22]=O.[C:24]([BH3-])#[N:25].[Na+].[OH-].[Na+]. (7) The reactants are: [F:1][C:2]1[CH:3]=[C:4]([C:9]2[C:14]([CH2:15][CH2:16][CH2:17][CH2:18][CH2:19][CH2:20][CH3:21])=[CH:13][C:12](=[O:22])[N:11]3[CH:23]([C:26]([NH2:28])=[O:27])[CH2:24][S:25][C:10]=23)[CH:5]=[CH:6][C:7]=1[F:8].[CH3:29][S:30](N)(=[O:32])=[O:31]. Given the product [F:1][C:2]1[CH:3]=[C:4]([C:9]2[C:14]([CH2:15][CH2:16][CH2:17][CH2:18][CH2:19][CH2:20][CH3:21])=[CH:13][C:12](=[O:22])[N:11]3[C@H:23]([C:26]([NH:28][S:30]([CH3:29])(=[O:32])=[O:31])=[O:27])[CH2:24][S:25][C:10]=23)[CH:5]=[CH:6][C:7]=1[F:8], predict the reactants needed to synthesize it. (8) Given the product [CH3:22][C:18]([CH3:23])([C:19]1[N:12]([CH2:13][CH:14]([CH3:16])[CH3:15])[C:11]2[C:10]3[CH:9]=[CH:8][CH:7]=[CH:6][C:5]=3[N:4]=[CH:3][C:2]=2[N:1]=1)[OH:17], predict the reactants needed to synthesize it. The reactants are: [NH2:1][C:2]1[CH:3]=[N:4][C:5]2[C:10]([C:11]=1[NH:12][CH2:13][CH:14]([CH3:16])[CH3:15])=[CH:9][CH:8]=[CH:7][CH:6]=2.[OH:17][C:18]([CH3:23])([CH3:22])[C:19](O)=O.